The task is: Predict the reactants needed to synthesize the given product.. This data is from Retrosynthesis with 50K atom-mapped reactions and 10 reaction types from USPTO. (1) Given the product CSc1cc(C=O)ccc1C, predict the reactants needed to synthesize it. The reactants are: CSc1cc(C2OCCO2)ccc1C. (2) Given the product CC(C=CCO)Oc1ccc(Oc2cnc3cc(Cl)ccc3n2)cc1, predict the reactants needed to synthesize it. The reactants are: CC(/C=C/CO)Oc1ccc(O)cc1.Clc1ccc2nc(Cl)cnc2c1.